This data is from Forward reaction prediction with 1.9M reactions from USPTO patents (1976-2016). The task is: Predict the product of the given reaction. (1) Given the reactants Cl[C:2]1[CH:10]=[CH:9][N:8]=[C:7]2[C:3]=1[CH:4]=[CH:5][NH:6]2.C([O-])([O-])=O.[K+].[K+].[C:17]([NH:24][CH2:25][C:26]1[CH:31]=[CH:30][C:29](B(O)O)=[CH:28][CH:27]=1)([O:19][C:20]([CH3:23])([CH3:22])[CH3:21])=[O:18], predict the reaction product. The product is: [C:20]([O:19][C:17](=[O:18])[NH:24][CH2:25][C:26]1[CH:27]=[CH:28][C:29]([C:2]2[CH:10]=[CH:9][N:8]=[C:7]3[NH:6][CH:5]=[CH:4][C:3]=23)=[CH:30][CH:31]=1)([CH3:23])([CH3:21])[CH3:22]. (2) Given the reactants [CH2:7](S)[CH2:8][CH2:9][CH2:10][CH2:11][CH2:12][CH2:7][CH2:8][CH2:9][CH2:10][CH2:11][CH3:12].CO.[OH-].[Na+].[N:18]#[N:19].C(O[CH2:24][CH3:25])(=O)C, predict the reaction product. The product is: [N:18]([C:12]1[CH:11]=[CH:10][CH:9]=[CH:8][CH:7]=1)=[N:19][C:25]1[CH:24]=[CH:10][CH:9]=[CH:8][CH:7]=1. (3) Given the reactants [Br:1][C:2]1[C:17]([CH3:18])=[CH:16][C:5]2[N:6]([CH:10]3[CH2:15][CH2:14][NH:13][CH2:12][CH2:11]3)[C:7](=[O:9])[NH:8][C:4]=2[CH:3]=1.[O:19]1[CH2:24][CH2:23][C:22](=O)[CH2:21][CH2:20]1.C(O[BH-](OC(=O)C)OC(=O)C)(=O)C.[Na+].C(N(CC)CC)C, predict the reaction product. The product is: [Br:1][C:2]1[C:17]([CH3:18])=[CH:16][C:5]2[N:6]([CH:10]3[CH2:11][CH2:12][N:13]([CH:22]4[CH2:23][CH2:24][O:19][CH2:20][CH2:21]4)[CH2:14][CH2:15]3)[C:7](=[O:9])[NH:8][C:4]=2[CH:3]=1. (4) Given the reactants [CH3:1][C:2]1[CH:7]=[C:6]([CH3:8])[CH:5]=[CH:4][C:3]=1[N:9]([C:18]1[CH:23]=[CH:22][C:21](B2OC(C)(C)C(C)(C)O2)=[CH:20][CH:19]=1)[C:10]1[CH:15]=[CH:14][C:13]([CH3:16])=[CH:12][C:11]=1[CH3:17].Br[C:34]1[CH:39]=[N:38][C:37]([Br:40])=[CH:36][N:35]=1.C([O-])([O-])=O.[K+].[K+], predict the reaction product. The product is: [Br:40][C:37]1[N:38]=[CH:39][C:34]([C:21]2[CH:20]=[CH:19][C:18]([N:9]([C:10]3[CH:15]=[CH:14][C:13]([CH3:16])=[CH:12][C:11]=3[CH3:17])[C:3]3[CH:4]=[CH:5][C:6]([CH3:8])=[CH:7][C:2]=3[CH3:1])=[CH:23][CH:22]=2)=[N:35][CH:36]=1. (5) Given the reactants CC([O-])(C)C.[K+].[N:7]1[CH:12]=[CH:11][C:10]([C:13]2[N:17]=[C:16]([CH2:18]OS(C)(=O)=O)[O:15][N:14]=2)=[CH:9][CH:8]=1.[C:24]([O:28][C:29]([N:31]1[CH2:36][CH2:35][CH:34]([SH:37])[CH2:33][CH2:32]1)=[O:30])([CH3:27])([CH3:26])[CH3:25], predict the reaction product. The product is: [C:24]([O:28][C:29]([N:31]1[CH2:36][CH2:35][CH:34]([S:37][CH2:18][C:16]2[O:15][N:14]=[C:13]([C:10]3[CH:9]=[CH:8][N:7]=[CH:12][CH:11]=3)[N:17]=2)[CH2:33][CH2:32]1)=[O:30])([CH3:27])([CH3:25])[CH3:26]. (6) Given the reactants [F:1][C:2]([F:14])([F:13])[O:3][C:4]1[CH:12]=[CH:11][C:7]([C:8]([OH:10])=O)=[CH:6][CH:5]=1.CN(C(ON1N=NC2C=CC=NC1=2)=[N+](C)C)C.F[P-](F)(F)(F)(F)F.CCN(C(C)C)C(C)C.[NH2:48][C:49]([CH3:66])([CH2:52][O:53][C:54]1[CH:55]=[C:56]([CH3:65])[C:57]2[CH2:61][O:60][B:59]([OH:62])[C:58]=2[C:63]=1[CH3:64])[C:50]#[N:51], predict the reaction product. The product is: [C:50]([C:49]([NH:48][C:8](=[O:10])[C:7]1[CH:6]=[CH:5][C:4]([O:3][C:2]([F:1])([F:14])[F:13])=[CH:12][CH:11]=1)([CH3:66])[CH2:52][O:53][C:54]1[CH:55]=[C:56]([CH3:65])[C:57]2[CH2:61][O:60][B:59]([OH:62])[C:58]=2[C:63]=1[CH3:64])#[N:51]. (7) Given the reactants Br[C:2]1[C:11]2[C:6](=[CH:7][CH:8]=[CH:9][CH:10]=2)[CH:5]=[C:4]([S:12]([C:15]2[CH:20]=[CH:19][C:18]([F:21])=[CH:17][CH:16]=2)(=[O:14])=[O:13])[N:3]=1.BrC1C2C(=CC=CC=2)C=C(S(C2C=CC(F)=CC=2)=O)N=1.[O:42]1[CH:46]=[CH:45][N:44]=[C:43]1[NH2:47].NC1C=C(C)N(C(OC(C)(C)C)=O)N=1, predict the reaction product. The product is: [F:21][C:18]1[CH:19]=[CH:20][C:15]([S:12]([C:4]2[N:3]=[C:2]([NH:47][C:43]3[O:42][CH:46]=[CH:45][N:44]=3)[C:11]3[C:6]([CH:5]=2)=[CH:7][CH:8]=[CH:9][CH:10]=3)(=[O:14])=[O:13])=[CH:16][CH:17]=1. (8) Given the reactants [Br:1][C:2]1[CH:3]=[CH:4][C:5]([F:22])=[C:6]([CH2:8][CH2:9][CH2:10]OS(C2C=CC(C)=CC=2)(=O)=O)[CH:7]=1.[C-:23]#[N:24].[Na+], predict the reaction product. The product is: [Br:1][C:2]1[CH:3]=[CH:4][C:5]([F:22])=[C:6]([CH2:8][CH2:9][CH2:10][C:23]#[N:24])[CH:7]=1.